Predict the reaction yield, written as a fraction of the theoretical maximum amount of product (1.0 means a 100% yield; for example, 0.34 means a 34% yield). From a dataset of Reaction yield outcomes from USPTO patents with 853,638 reactions. (1) The reactants are C(O[C:6](=[O:28])[NH:7][C@@H:8]([CH2:21][C:22]1[CH:27]=[CH:26][CH:25]=[CH:24][CH:23]=1)[CH:9]([C:11](=[O:20])[NH:12][CH2:13][C:14]1[CH:19]=[CH:18][CH:17]=[CH:16][CH:15]=1)[OH:10])(C)(C)C.C(O)(C(F)(F)F)=O.[CH3:36][C@@H:37]1[NH:56][C:55](=[O:57])[CH2:54][CH2:53][C:52]2=[CH:58][C:48](=[CH:49][CH:50]=[CH:51]2)[C:47]2=[CH:59][C:43](=[CH:44][CH:45]=[CH:46]2)[CH2:42][CH2:41][C@@H:40](C(O)=O)[NH:39][C:38]1=[O:63].CN(C(ON1N=NC2C=CC=NC1=2)=[N+](C)C)C.F[P-](F)(F)(F)(F)F.C(N(CC)C(C)C)(C)C. The catalyst is ClCCl.CN(C=O)C. The product is [CH2:21]([C@H:8]([NH:7][C:6]([C@H:40]1[NH:39][C:38](=[O:63])[C@H:37]([CH3:36])[NH:56][C:55](=[O:57])[CH2:54][CH2:53][C:52]2=[CH:58][C:48](=[CH:49][CH:50]=[CH:51]2)[C:47]2=[CH:59][C:43](=[CH:44][CH:45]=[CH:46]2)[CH2:42][CH2:41]1)=[O:28])[CH:9]([C:11](=[O:20])[NH:12][CH2:13][C:14]1[CH:15]=[CH:16][CH:17]=[CH:18][CH:19]=1)[OH:10])[C:22]1[CH:23]=[CH:24][CH:25]=[CH:26][CH:27]=1. The yield is 0.840. (2) The reactants are [CH2:1]([O:8][C:9]1[CH:14]=[C:13]([O:15][CH3:16])[C:12]([Br:17])=[CH:11][C:10]=1[OH:18])[C:2]1[CH:7]=[CH:6][CH:5]=[CH:4][CH:3]=1.[Si:19](Cl)([C:22]([CH3:25])([CH3:24])[CH3:23])([CH3:21])[CH3:20].N1C=CN=C1. The catalyst is CN(C=O)C. The product is [CH2:1]([O:8][C:9]1[CH:14]=[C:13]([O:15][CH3:16])[C:12]([Br:17])=[CH:11][C:10]=1[O:18][Si:19]([C:22]([CH3:25])([CH3:24])[CH3:23])([CH3:21])[CH3:20])[C:2]1[CH:3]=[CH:4][CH:5]=[CH:6][CH:7]=1. The yield is 0.640.